This data is from Forward reaction prediction with 1.9M reactions from USPTO patents (1976-2016). The task is: Predict the product of the given reaction. (1) Given the reactants [CH2:1]([C:3]1C=C[C:6]([CH2:7][S:8][C:9]2[CH:10]=[C:11]([O:19][CH2:20][O:21][CH3:22])[C:12](=[O:18])[N:13]([CH2:15][O:16][CH3:17])[CH:14]=2)=[CH:5][CH:4]=1)C.ClCC1C=CC=C[N:28]=1, predict the reaction product. The product is: [CH3:22][O:21][CH2:20][O:19][C:11]1[C:12](=[O:18])[N:13]([CH2:15][O:16][CH3:17])[CH:14]=[C:9]([S:8][CH2:7][C:6]2[CH:5]=[CH:4][CH:3]=[CH:1][N:28]=2)[CH:10]=1. (2) Given the reactants C(OC([N:8]1[CH2:13][CH2:12][N:11]([C:14]2[C:19]([Cl:20])=[CH:18][C:17]([C:21]([O:23][CH2:24][CH3:25])=[O:22])=[CH:16][N:15]=2)[CH2:10][CH2:9]1)=O)(C)(C)C.Cl.O1CCOCC1, predict the reaction product. The product is: [CH2:24]([O:23][C:21](=[O:22])[C:17]1[CH:18]=[C:19]([Cl:20])[C:14]([N:11]2[CH2:12][CH2:13][NH:8][CH2:9][CH2:10]2)=[N:15][CH:16]=1)[CH3:25]. (3) Given the reactants CC(C)=[O:3].OS(O)(=O)=O.O=[Cr](=O)=O.OS(O)(=O)=O.[CH3:19][C@H:20]1[CH2:29][CH2:28][C@@H:27]2[C@:22]([CH3:32])([CH2:23][CH2:24][CH2:25][C:26]2([CH3:31])[CH3:30])[C@H:21]1[CH2:33][CH2:34][OH:35], predict the reaction product. The product is: [CH3:19][C@H:20]1[CH2:29][CH2:28][C@@H:27]2[C@:22]([CH3:32])([CH2:23][CH2:24][CH2:25][C:26]2([CH3:30])[CH3:31])[C@H:21]1[CH2:33][C:34]([OH:3])=[O:35]. (4) Given the reactants [Si](OC[CH2:10][N:11]1[CH:15]=[C:14]([C:16](=[O:26])[N:17]([CH2:22][CH2:23][CH2:24][CH3:25])[CH2:18][CH2:19][CH2:20][CH3:21])[N:13]=[C:12]1[C:27]1[CH:36]=[CH:35][C:30]([C:31]([O:33][CH3:34])=[O:32])=[CH:29][C:28]=1[C:37]([O:39][CH2:40][C:41]1[CH:46]=[CH:45][CH:44]=[CH:43][CH:42]=1)=[O:38])(C(C)(C)C)(C)C.C(N(CCCC)C(C1N=C(C2C=CC(C(OC)=O)=CC=2C(OCC2C=CC=CC=2)=O)NC=1)=O)CCC.Cl.ClC[CH2:86][N:87]1[CH2:92][CH2:91][O:90][CH2:89][CH2:88]1, predict the reaction product. The product is: [CH2:18]([N:17]([CH2:22][CH2:23][CH2:24][CH3:25])[C:16]([C:14]1[N:13]=[C:12]([C:27]2[CH:36]=[CH:35][C:30]([C:31]([O:33][CH3:34])=[O:32])=[CH:29][C:28]=2[C:37]([O:39][CH2:40][C:41]2[CH:46]=[CH:45][CH:44]=[CH:43][CH:42]=2)=[O:38])[N:11]([CH2:10][CH2:86][N:87]2[CH2:92][CH2:91][O:90][CH2:89][CH2:88]2)[CH:15]=1)=[O:26])[CH2:19][CH2:20][CH3:21]. (5) The product is: [NH2:25][C:24]1[C:3]2[C:2](=[CH:23][CH:22]=[CH:21][C:4]=2[O:5][CH2:6][C:7]([NH2:10])([CH3:8])[CH3:9])[N:1]=[C:27]([CH3:34])[C:28]=1[C:29]([O:31][CH2:32][CH3:33])=[O:30]. Given the reactants [NH2:1][C:2]1[C:3]([C:24]#[N:25])=[C:4]([CH:21]=[CH:22][CH:23]=1)[O:5][CH2:6][C:7]([NH:10]C(=O)OCC1C=CC=CC=1)([CH3:9])[CH3:8].O=[C:27]([CH3:34])[CH2:28][C:29]([O:31][CH2:32][CH3:33])=[O:30], predict the reaction product. (6) The product is: [F:1][C:2]1[CH:7]=[CH:6][CH:5]=[C:4]([O:8][C:16]2[CH:25]=[N:24][C:23]3[C:18](=[CH:19][CH:20]=[CH:21][C:22]=3[F:26])[N:17]=2)[C:3]=1[C:9]([CH3:14])([CH3:13])[C:10](=[O:12])[CH3:11]. Given the reactants [F:1][C:2]1[CH:7]=[CH:6][CH:5]=[C:4]([OH:8])[C:3]=1[C:9]([CH3:14])([CH3:13])[C:10](=[O:12])[CH3:11].Cl[C:16]1[CH:25]=[N:24][C:23]2[C:18](=[CH:19][CH:20]=[CH:21][C:22]=2[F:26])[N:17]=1.C(=O)([O-])[O-].[K+].[K+], predict the reaction product. (7) Given the reactants Cl[C:2]1[N:7]=[C:6]([NH:8][C:9]2[N:14]=[CH:13][C:12]3[N:15]=[C:16]([CH2:21][OH:22])[N:17]([CH:18]([CH3:20])[CH3:19])[C:11]=3[CH:10]=2)[CH:5]=[CH:4][N:3]=1.[F:23][CH:24]1[C:29]([CH3:31])([OH:30])[CH2:28][CH2:27][NH:26][CH2:25]1.C(N(CC)C(C)C)(C)C, predict the reaction product. The product is: [F:23][CH:24]1[C:29]([CH3:31])([OH:30])[CH2:28][CH2:27][N:26]([C:2]2[N:7]=[C:6]([NH:8][C:9]3[N:14]=[CH:13][C:12]4[N:15]=[C:16]([CH2:21][OH:22])[N:17]([CH:18]([CH3:20])[CH3:19])[C:11]=4[CH:10]=3)[CH:5]=[CH:4][N:3]=2)[CH2:25]1. (8) Given the reactants [Br:1][C:2]1[CH:7]=[CH:6][C:5]([C:8](=O)[CH2:9][CH2:10][C:11]([OH:13])=[O:12])=[C:4]([CH3:15])[CH:3]=1.C([SiH](CC)CC)C, predict the reaction product. The product is: [Br:1][C:2]1[CH:7]=[CH:6][C:5]([CH2:8][CH2:9][CH2:10][C:11]([OH:13])=[O:12])=[C:4]([CH3:15])[CH:3]=1.